This data is from Full USPTO retrosynthesis dataset with 1.9M reactions from patents (1976-2016). The task is: Predict the reactants needed to synthesize the given product. (1) The reactants are: C[O:2][C:3]1[CH:8]=[CH:7][CH:6]=[CH:5][C:4]=1[C:9]1[N:10]([CH2:21][CH2:22][C:23]2[CH:28]=[CH:27][CH:26]=[CH:25][CH:24]=2)[C:11](=[O:20])[C:12]2[CH2:19][CH2:18][O:17][CH2:16][CH2:15][C:13]=2[N:14]=1.Cl.N1C=CC=CC=1. Given the product [OH:2][C:3]1[CH:8]=[CH:7][CH:6]=[CH:5][C:4]=1[C:9]1[N:10]([CH2:21][CH2:22][C:23]2[CH:24]=[CH:25][CH:26]=[CH:27][CH:28]=2)[C:11](=[O:20])[C:12]2[CH2:19][CH2:18][O:17][CH2:16][CH2:15][C:13]=2[N:14]=1, predict the reactants needed to synthesize it. (2) Given the product [C:1]([O:5][C:6]([NH:8][CH2:9][CH2:10][CH2:11][CH:12]([CH2:16][C:17]1[N:18]=[CH:19][N:20]2[C:29]3[C:24](=[CH:25][CH:26]=[CH:27][CH:28]=3)[CH2:23][CH2:22][C:21]=12)[C:13]([O:15][CH3:31])=[O:14])=[O:7])([CH3:4])([CH3:2])[CH3:3], predict the reactants needed to synthesize it. The reactants are: [C:1]([O:5][C:6]([NH:8][CH2:9][CH2:10][CH2:11][CH:12]([CH2:16][C:17]1[N:18]=[CH:19][N:20]2[C:29]3[C:24](=[CH:25][CH:26]=[CH:27][CH:28]=3)[CH2:23][CH2:22][C:21]=12)[C:13]([OH:15])=[O:14])=[O:7])([CH3:4])([CH3:3])[CH3:2].Cl.[CH3:31]N(C)CCCN=C=NCC.C(=O)([O-])O.[Na+]. (3) Given the product [Cl:1][C:2]1[C:7]([Cl:8])=[C:6]([S:9](=[O:18])(=[O:19])[NH:10][C@@H:11]([CH2:16][CH3:17])[C:12]([F:14])([F:13])[F:15])[CH:5]=[CH:4][C:3]=1[C:20]1[S:24][C:23]([C:25]2[N:29]=[C:28]([CH2:30][C:31]([CH3:36])([CH3:37])[C:32]([O:34][CH3:35])=[O:33])[O:27][N:26]=2)=[N:22][C:21]=1[C:38]([N:46]1[CH2:41][CH2:42][CH2:43][CH2:44][C@@H:45]1[CH3:48])=[O:39], predict the reactants needed to synthesize it. The reactants are: [Cl:1][C:2]1[C:7]([Cl:8])=[C:6]([S:9](=[O:19])(=[O:18])[NH:10][C@@H:11]([CH2:16][CH3:17])[C:12]([F:15])([F:14])[F:13])[CH:5]=[CH:4][C:3]=1[C:20]1[S:24][C:23]([C:25]2[N:29]=[C:28]([CH2:30][C:31]([CH3:37])([CH3:36])[C:32]([O:34][CH3:35])=[O:33])[O:27][N:26]=2)=[N:22][C:21]=1[CH2:38][OH:39].C[C:41]1(C)[N:46]([O])[C:45](C)([CH3:48])[CH2:44][CH2:43][CH2:42]1.C(O)(=O)C.C(O)(=O)C.IC1C=CC=CC=1.C[C@H]1CCCCN1.CN(C(ON1N=NC2C=CC=NC1=2)=[N+](C)C)C.F[P-](F)(F)(F)(F)F.CCN(C(C)C)C(C)C. (4) Given the product [CH3:9][Si:8]([CH3:11])([CH3:10])[C:5]1[CH:6]=[CH:7][C:2]([C:17]([OH:19])=[O:18])=[CH:3][CH:4]=1, predict the reactants needed to synthesize it. The reactants are: Br[C:2]1[CH:7]=[CH:6][C:5]([Si:8]([CH3:11])([CH3:10])[CH3:9])=[CH:4][CH:3]=1.C([Li])CCC.[C:17](=[O:19])=[O:18]. (5) Given the product [NH2:12][C:5]1[CH:4]=[CH:3][C:2]([F:1])=[CH:11][C:6]=1[C:7]([NH:9][CH3:10])=[O:8], predict the reactants needed to synthesize it. The reactants are: [F:1][C:2]1[CH:3]=[CH:4][C:5]([N+:12]([O-])=O)=[C:6]([CH:11]=1)[C:7]([NH:9][CH3:10])=[O:8]. (6) Given the product [CH2:16]([O:17][C:18]([O:1][C:2]1[CH:3]=[CH:4][C:5](/[CH:8]=[CH:9]/[C:10]([OH:12])=[O:11])=[CH:6][CH:7]=1)=[O:19])[CH3:15], predict the reactants needed to synthesize it. The reactants are: [OH:1][C:2]1[CH:7]=[CH:6][C:5](/[CH:8]=[CH:9]/[C:10]([OH:12])=[O:11])=[CH:4][CH:3]=1.[OH-].[K+].[CH3:15][CH2:16][O:17][C:18](Cl)=[O:19].Cl. (7) Given the product [Cl:21][C:18]1[C:19]([OH:20])=[C:14]([NH:13][S:10]([C:4]2[CH:5]=[N:6][C:7]([O:8][CH3:9])=[C:2]([C:22]3[CH:27]=[CH:26][CH:25]=[CH:24][CH:23]=3)[CH:3]=2)(=[O:12])=[O:11])[CH:15]=[N:16][CH:17]=1, predict the reactants needed to synthesize it. The reactants are: Br[C:2]1[CH:3]=[C:4]([S:10]([NH:13][C:14]2[CH:15]=[N:16][CH:17]=[C:18]([Cl:21])[C:19]=2[OH:20])(=[O:12])=[O:11])[CH:5]=[N:6][C:7]=1[O:8][CH3:9].[C:22]1(B(O)O)[CH:27]=[CH:26][CH:25]=[CH:24][CH:23]=1.C(=O)([O-])[O-].[Cs+].[Cs+].C(Cl)Cl.N#N.